Dataset: Forward reaction prediction with 1.9M reactions from USPTO patents (1976-2016). Task: Predict the product of the given reaction. (1) Given the reactants I[C:2]1[CH:14]=[CH:13][C:5]([O:6][CH:7]2[CH2:12][CH2:11][CH2:10][CH2:9][O:8]2)=[CH:4][CH:3]=1.[F:15][C:16]([F:33])([F:32])[C:17]1[CH:22]=[CH:21][C:20]([CH2:23][CH2:24][CH2:25][CH:26]2[CH2:31][CH2:30][NH:29][CH2:28][CH2:27]2)=[CH:19][CH:18]=1.CC(C)([O-])C.[Na+].O, predict the reaction product. The product is: [O:8]1[CH2:9][CH2:10][CH2:11][CH2:12][CH:7]1[O:6][C:5]1[CH:13]=[CH:14][C:2]([N:29]2[CH2:30][CH2:31][CH:26]([CH2:25][CH2:24][CH2:23][C:20]3[CH:19]=[CH:18][C:17]([C:16]([F:15])([F:32])[F:33])=[CH:22][CH:21]=3)[CH2:27][CH2:28]2)=[CH:3][CH:4]=1. (2) Given the reactants [Br:1][C:2]1[CH:18]=[CH:17][C:5]2[C:6]3[N:7]([CH:11]=[C:12]([C:14]([OH:16])=O)[N:13]=3)[CH2:8][CH2:9][O:10][C:4]=2[CH:3]=1.[CH:19]([NH:22][N:23]=[C:24]([NH2:26])[CH3:25])([CH3:21])[CH3:20].CN(C(ON1N=NC2C=CC=CC1=2)=[N+](C)C)C.F[P-](F)(F)(F)(F)F, predict the reaction product. The product is: [Br:1][C:2]1[CH:18]=[CH:17][C:5]2[C:6]3[N:7]([CH:11]=[C:12]([C:14]([N:26]=[C:24]([NH:23][NH:22][CH:19]([CH3:21])[CH3:20])[CH3:25])=[O:16])[N:13]=3)[CH2:8][CH2:9][O:10][C:4]=2[CH:3]=1.